From a dataset of Hepatocyte clearance measurements from AstraZeneca. Regression/Classification. Given a drug SMILES string, predict its absorption, distribution, metabolism, or excretion properties. Task type varies by dataset: regression for continuous measurements (e.g., permeability, clearance, half-life) or binary classification for categorical outcomes (e.g., BBB penetration, CYP inhibition). For this dataset (clearance_hepatocyte_az), we predict log10(clearance) (log10 of the in vitro intrinsic clearance, CLint, in uL/min per 10^6 hepatocytes; values are censored to the assay range of 3 to 150, which is 0.477 to 2.18 on this log10 scale). (1) The molecule is C[C@H]1COc2c(N3CCN(C)CC3)c(F)cc3c(=O)c(C(=O)O)cn1c23. The log10(clearance) is 0.480. (2) The log10(clearance) is 1.00. The drug is Cc1c(Cc2ccc3ccccc3n2)c2cc(F)ccc2n1CC(=O)O. (3) The compound is NC(=O)c1cnc(-c2ccc(C3(N)CCC3)cc2)c(-c2ccccc2)c1. The log10(clearance) is 0.480.